This data is from Reaction yield outcomes from USPTO patents with 853,638 reactions. The task is: Predict the reaction yield, written as a fraction of the theoretical maximum amount of product (1.0 means a 100% yield; for example, 0.34 means a 34% yield). The yield is 0.500. The reactants are [CH2:1](Br)[CH:2]=[CH2:3].N[C:6](N)=[S:7].[OH-].[K+].BrC[CH2:13][CH2:14][CH2:15][CH2:16][CH2:17][CH2:18][C:19]([OH:21])=[O:20].[K]. The product is [CH2:1]([S:7][CH2:6][CH2:13][CH2:14][CH2:15][CH2:16][CH2:17][CH2:18][C:19]([OH:21])=[O:20])[CH:2]=[CH2:3]. The catalyst is C(O)C.O.